From a dataset of Catalyst prediction with 721,799 reactions and 888 catalyst types from USPTO. Predict which catalyst facilitates the given reaction. (1) Reactant: [Br:1][C:2]1[CH:3]=[CH:4][C:5]([O:10][CH3:11])=[C:6]([CH:9]=1)[CH:7]=O.Cl.[NH2:13]O.C([O-])(=O)C.[Na+]. Product: [Br:1][C:2]1[CH:3]=[CH:4][C:5]([O:10][CH3:11])=[C:6]([CH:9]=1)[C:7]#[N:13]. The catalyst class is: 106. (2) Reactant: C1(N=C=NC2CCCCC2)CCCCC1.[CH2:16]([O:18][C:19]1[CH:24]=[CH:23][C:22]([S:25]([N:28]2[CH2:33][CH2:32][N:31]([CH2:34][C:35]([OH:37])=[O:36])[CH2:30][CH2:29]2)(=[O:27])=[O:26])=[CH:21][C:20]=1[C:38]1[NH:39][C:40](=[O:51])[C:41]2[N:46]([CH3:47])[N:45]=[C:44]([CH2:48][CH2:49][CH3:50])[C:42]=2[N:43]=1)[CH3:17].O[CH2:53][CH2:54][S:55][S:56]([CH3:59])(=[O:58])=[O:57]. Product: [CH3:59][S:56]([S:55][CH2:54][CH2:53][O:36][C:35](=[O:37])[CH2:34][N:31]1[CH2:30][CH2:29][N:28]([S:25]([C:22]2[CH:23]=[CH:24][C:19]([O:18][CH2:16][CH3:17])=[C:20]([C:38]3[NH:39][C:40](=[O:51])[C:41]4[N:46]([CH3:47])[N:45]=[C:44]([CH2:48][CH2:49][CH3:50])[C:42]=4[N:43]=3)[CH:21]=2)(=[O:26])=[O:27])[CH2:33][CH2:32]1)(=[O:58])=[O:57]. The catalyst class is: 112. (3) Reactant: [C:1]([O:5][C:6](=[O:36])[NH:7][C:8]([CH2:31][O:32][CH2:33][O:34][CH3:35])([CH2:22][CH2:23][O:24][CH:25]1[CH2:30][CH2:29][CH2:28][CH2:27][O:26]1)[CH2:9][CH2:10][C:11]1[CH:16]=[CH:15][C:14]([OH:17])=[C:13]([C:18]([F:21])([F:20])[F:19])[CH:12]=1)([CH3:4])([CH3:3])[CH3:2].C(=O)([O-])[O-].[K+].[K+].[CH2:43](Br)[CH2:44][CH2:45][CH2:46][CH2:47][CH2:48][CH3:49].O. Product: [C:1]([O:5][C:6](=[O:36])[NH:7][C:8]([CH2:31][O:32][CH2:33][O:34][CH3:35])([CH2:22][CH2:23][O:24][CH:25]1[CH2:30][CH2:29][CH2:28][CH2:27][O:26]1)[CH2:9][CH2:10][C:11]1[CH:16]=[CH:15][C:14]([O:17][CH2:43][CH2:44][CH2:45][CH2:46][CH2:47][CH2:48][CH3:49])=[C:13]([C:18]([F:20])([F:21])[F:19])[CH:12]=1)([CH3:4])([CH3:3])[CH3:2]. The catalyst class is: 9. (4) Reactant: O1[C:5]2([CH2:10][CH2:9][N:8]([C:11]3[CH:16]=[CH:15][C:14]([N:17]4[C:22](=[O:23])[C:21]([CH2:24][C:25]5[CH:30]=[CH:29][C:28]([C:31]6[CH:36]=[CH:35][CH:34]=[CH:33][C:32]=6[C:37]6[NH:41][C:40](=[O:42])[O:39][N:38]=6)=[CH:27][CH:26]=5)=[C:20]([CH2:43][CH2:44][CH3:45])[N:19]=[C:18]4[CH2:46][CH3:47])=[CH:13][CH:12]=3)[CH2:7][CH2:6]2)[O:4]CC1. Product: [CH2:46]([C:18]1[N:17]([C:14]2[CH:13]=[CH:12][C:11]([N:8]3[CH2:9][CH2:10][C:5](=[O:4])[CH2:6][CH2:7]3)=[CH:16][CH:15]=2)[C:22](=[O:23])[C:21]([CH2:24][C:25]2[CH:30]=[CH:29][C:28]([C:31]3[CH:36]=[CH:35][CH:34]=[CH:33][C:32]=3[C:37]3[NH:41][C:40](=[O:42])[O:39][N:38]=3)=[CH:27][CH:26]=2)=[C:20]([CH2:43][CH2:44][CH3:45])[N:19]=1)[CH3:47]. The catalyst class is: 54. (5) Product: [F:1][C:2]1[CH:3]=[C:4]([C:10](=[O:12])[CH2:11][C:13]([O:14][CH3:15])=[O:16])[CH:5]=[CH:6][C:7]=1[O:8][CH3:9]. The catalyst class is: 1. Reactant: [F:1][C:2]1[CH:3]=[C:4]([C:10](=[O:12])[CH3:11])[CH:5]=[CH:6][C:7]=1[O:8][CH3:9].[C:13](=O)([O:16]C)[O:14][CH3:15].[H-].[Na+]. (6) Reactant: C([O:4][C:5]1[CH:6]=[C:7]([CH:18]=[C:19]([O:21]C(=O)C)[CH:20]=1)[C:8]([NH:10][C:11]1[CH:16]=[CH:15][C:14]([OH:17])=[CH:13][CH:12]=1)=[O:9])(=O)C.Cl. Product: [OH:21][C:19]1[CH:18]=[C:7]([CH:6]=[C:5]([OH:4])[CH:20]=1)[C:8]([NH:10][C:11]1[CH:12]=[CH:13][C:14]([OH:17])=[CH:15][CH:16]=1)=[O:9]. The catalyst class is: 500. (7) Reactant: [CH3:1][NH:2][C:3]([C:5]1[CH:10]=[CH:9][C:8]([O:11][C:12]2[CH:29]=[CH:28][C:15]3[CH2:16][CH2:17][N:18](C(OC(C)(C)C)=O)[CH2:19][CH2:20][C:14]=3[CH:13]=2)=[C:7]([O:30][CH3:31])[CH:6]=1)=[O:4].FC(F)(F)C(O)=O. Product: [CH3:1][NH:2][C:3](=[O:4])[C:5]1[CH:10]=[CH:9][C:8]([O:11][C:12]2[CH:29]=[CH:28][C:15]3[CH2:16][CH2:17][NH:18][CH2:19][CH2:20][C:14]=3[CH:13]=2)=[C:7]([O:30][CH3:31])[CH:6]=1. The catalyst class is: 4.